Dataset: Reaction yield outcomes from USPTO patents with 853,638 reactions. Task: Predict the reaction yield, written as a fraction of the theoretical maximum amount of product (1.0 means a 100% yield; for example, 0.34 means a 34% yield). (1) The reactants are [C:1]([O:5][C:6]([NH:8][C@H:9]([C:13]([O:16][CH3:17])([CH3:15])[CH3:14])[C:10]([OH:12])=O)=[O:7])([CH3:4])([CH3:3])[CH3:2].CCN(CC)CC.ClC(OCC)=O.[F:31][C:32]1[CH:41]=[CH:40][C:39]([F:42])=[CH:38][C:33]=1[C:34](=[NH:37])[NH:35][NH2:36]. The catalyst is C1COCC1. The product is [F:31][C:32]1[CH:41]=[CH:40][C:39]([F:42])=[CH:38][C:33]=1[C:34](=[NH:37])[NH:35][NH:36][C:10](=[O:12])[C@H:9]([NH:8][C:6](=[O:7])[O:5][C:1]([CH3:2])([CH3:3])[CH3:4])[C:13]([O:16][CH3:17])([CH3:15])[CH3:14]. The yield is 0.150. (2) The reactants are [Br:1][C:2]1[CH:3]=[N:4][CH:5]=[C:6]([CH:10]=1)[C:7]([OH:9])=O.[CH3:11][S:12]([C:15]1[CH:16]=[C:17]([CH2:21][C:22]([O:24][CH3:25])=[O:23])[CH:18]=[CH:19][CH:20]=1)(=[NH:14])=[O:13].Cl.CN(C)CCCN=C=NCC.CCOC(C)=O. The catalyst is CN(C1C=CN=CC=1)C.CN(C=O)C. The product is [Br:1][C:2]1[CH:10]=[C:6]([C:7]([N:14]=[S:12]([C:15]2[CH:16]=[C:17]([CH2:21][C:22]([O:24][CH3:25])=[O:23])[CH:18]=[CH:19][CH:20]=2)([CH3:11])=[O:13])=[O:9])[CH:5]=[N:4][CH:3]=1. The yield is 0.750.